From a dataset of Full USPTO retrosynthesis dataset with 1.9M reactions from patents (1976-2016). Predict the reactants needed to synthesize the given product. (1) The reactants are: [CH3:1][C:2]1[C:7]([N+:8]([O-:10])=[O:9])=[C:6]([CH3:11])[N:5]=[C:4]([OH:12])[N:3]=1.P(Cl)(Cl)(Cl)=O.[CH3:18][O-].[Na+]. Given the product [CH3:18][O:12][C:4]1[N:3]=[C:2]([CH3:1])[C:7]([N+:8]([O-:10])=[O:9])=[C:6]([CH3:11])[N:5]=1, predict the reactants needed to synthesize it. (2) The reactants are: [F:1][C:2]1[CH:7]=[CH:6][C:5]([N:8]2[C:12]3([CH2:17][CH2:16][NH:15][CH2:14][CH2:13]3)[C:11](=[O:18])[N:10]([CH2:19][C:20]3[CH:21]=[C:22]([CH:30]=[CH:31][CH:32]=3)[C:23]([O:25][C:26]([CH3:29])([CH3:28])[CH3:27])=[O:24])[CH2:9]2)=[CH:4][CH:3]=1.Cl[CH2:34][CH2:35][CH2:36][N:37]1[C:41]2[CH:42]=[CH:43][CH:44]=[CH:45][C:40]=2[N:39]([CH:46]2[CH2:48][CH2:47]2)[C:38]1=[O:49].[I-].[Na+].C(=O)([O-])[O-].[K+].[K+]. Given the product [CH:46]1([N:39]2[C:40]3[CH:45]=[CH:44][CH:43]=[CH:42][C:41]=3[N:37]([CH2:36][CH2:35][CH2:34][N:15]3[CH2:14][CH2:13][C:12]4([N:8]([C:5]5[CH:4]=[CH:3][C:2]([F:1])=[CH:7][CH:6]=5)[CH2:9][N:10]([CH2:19][C:20]5[CH:21]=[C:22]([CH:30]=[CH:31][CH:32]=5)[C:23]([O:25][C:26]([CH3:27])([CH3:28])[CH3:29])=[O:24])[C:11]4=[O:18])[CH2:17][CH2:16]3)[C:38]2=[O:49])[CH2:48][CH2:47]1, predict the reactants needed to synthesize it. (3) Given the product [C:32]([O:31][C:29]([NH:28][C@H:23]1[CH2:24][C@@H:25]([CH3:27])[CH2:26][N:21]([C:20]2[CH:19]=[CH:18][N:17]=[CH:16][C:15]=2[NH:14][C:12]([C:8]2[C:7]([NH:36][C:37](=[O:46])[O:38][CH2:39][C:40]3[CH:45]=[CH:44][CH:43]=[CH:42][CH:41]=3)=[CH:6][C:5]3[C:10](=[CH:11][C:2]([C:69]4[CH2:74][CH2:73][O:72][CH2:71][CH:70]=4)=[CH:3][CH:4]=3)[N:9]=2)=[O:13])[CH2:22]1)=[O:30])([CH3:35])([CH3:34])[CH3:33], predict the reactants needed to synthesize it. The reactants are: Br[C:2]1[CH:11]=[C:10]2[C:5]([CH:6]=[C:7]([NH:36][C:37](=[O:46])[O:38][CH2:39][C:40]3[CH:45]=[CH:44][CH:43]=[CH:42][CH:41]=3)[C:8]([C:12]([NH:14][C:15]3[CH:16]=[N:17][CH:18]=[CH:19][C:20]=3[N:21]3[CH2:26][C@H:25]([CH3:27])[CH2:24][C@H:23]([NH:28][C:29]([O:31][C:32]([CH3:35])([CH3:34])[CH3:33])=[O:30])[CH2:22]3)=[O:13])=[N:9]2)=[CH:4][CH:3]=1.[O-]P([O-])([O-])=O.[K+].[K+].[K+].O1CCOCC1.CC1(C)C(C)(C)OB([C:69]2[CH2:70][CH2:71][O:72][CH2:73][CH:74]=2)O1. (4) Given the product [C:13]([NH:1][CH:2]([C:7]1[CH:11]=[CH:10][N:9]([CH3:12])[N:8]=1)[C:3]([O:5][CH3:6])=[O:4])([O:14][C:15]([CH3:18])([CH3:17])[CH3:16])=[O:19], predict the reactants needed to synthesize it. The reactants are: [NH2:1][CH:2]([C:7]1[CH:11]=[CH:10][N:9]([CH3:12])[N:8]=1)[C:3]([O:5][CH3:6])=[O:4].[C:13](O[C:13]([O:14][C:15]([CH3:18])([CH3:17])[CH3:16])=[O:19])(=[O:19])[O:14][C:15]([CH3:18])([CH3:17])[CH3:16]. (5) Given the product [Cl:3][C:4]1[CH:9]=[C:8]([N+:10]([O-:12])=[O:11])[CH:7]=[C:6]([Cl:13])[C:5]=1[C:14]([CH3:18])([CH3:17])[C:15]#[N:16], predict the reactants needed to synthesize it. The reactants are: [H-].[Na+].[Cl:3][C:4]1[CH:9]=[C:8]([N+:10]([O-:12])=[O:11])[CH:7]=[C:6]([Cl:13])[C:5]=1[CH:14]([CH3:17])[C:15]#[N:16].[CH3:18]N(C=O)C.